From a dataset of Forward reaction prediction with 1.9M reactions from USPTO patents (1976-2016). Predict the product of the given reaction. (1) Given the reactants [Cl:1][C:2]1[CH:3]=[C:4]([C:8]2[N:9]=[C:10]([NH:18][C:19]3[CH:24]=[CH:23][C:22]([CH2:25][C:26]([NH:28][C:29]#[N:30])=[O:27])=[CH:21][CH:20]=3)[C:11]3S[CH2:16][CH2:15][CH2:14][C:12]=3[N:13]=2)[CH:5]=[CH:6][CH:7]=1.O[O:32][S:33]([O-:35])=O.[K+].C1COCC1, predict the reaction product. The product is: [Cl:1][C:2]1[CH:3]=[C:4]([C:8]2[N:9]=[C:10]([NH:18][C:19]3[CH:20]=[CH:21][C:22]([CH2:25][C:26]([NH:28][C:29]#[N:30])=[O:27])=[CH:23][CH:24]=3)[C:11]3[S:33](=[O:35])(=[O:32])[CH2:16][CH2:15][CH2:14][C:12]=3[N:13]=2)[CH:5]=[CH:6][CH:7]=1. (2) Given the reactants FC(F)(F)S(O[C:7]([CH:9]1[CH2:13][CH2:12][CH2:11][CH2:10]1)=[CH2:8])(=O)=O.[B:16]1([B:16]2[O:20][C:19]([CH3:22])([CH3:21])[C:18]([CH3:24])([CH3:23])[O:17]2)[O:20][C:19]([CH3:22])([CH3:21])[C:18]([CH3:24])([CH3:23])[O:17]1.[O-]C1C=CC=CC=1.[Na+].C1(P(C2C=CC=CC=2)C2C=CC=CC=2)C=CC=CC=1, predict the reaction product. The product is: [CH:9]1([C:7]([B:16]2[O:20][C:19]([CH3:22])([CH3:21])[C:18]([CH3:24])([CH3:23])[O:17]2)=[CH2:8])[CH2:13][CH2:12][CH2:11][CH2:10]1.